This data is from Forward reaction prediction with 1.9M reactions from USPTO patents (1976-2016). The task is: Predict the product of the given reaction. (1) Given the reactants [Br:1][C:2]1[CH:11]=[C:10]2[C:5]([CH:6]=[CH:7][C:8]([O:12][CH:13]([CH2:17][CH3:18])[C:14]([OH:16])=O)=[CH:9]2)=[CH:4][CH:3]=1.[I-].ClC1C=CC=C[N+]=1C.C(N(CC)C(C)C)(C)C.[NH2:37][C:38]([CH3:42])([CH3:41])[CH2:39][OH:40], predict the reaction product. The product is: [Br:1][C:2]1[CH:11]=[C:10]2[C:5]([CH:6]=[CH:7][C:8]([O:12][CH:13]([CH2:17][CH3:18])[C:14]([NH:37][C:38]([CH3:42])([CH3:41])[CH2:39][OH:40])=[O:16])=[CH:9]2)=[CH:4][CH:3]=1. (2) The product is: [C:28]([O:32][C:33](=[O:42])[NH:34][CH2:35][CH2:36][CH2:37][N:38]([C:11](=[O:12])[C:10]1[CH:9]=[C:8]([O:7][C:6]2[CH:26]=[CH:27][C:3]([C:1]#[N:2])=[CH:4][CH:5]=2)[CH:16]=[C:15]([O:17][C:18]2[CH:23]=[CH:22][C:21]([C:24]#[N:25])=[CH:20][CH:19]=2)[CH:14]=1)[CH:39]1[CH2:41][CH2:40]1)([CH3:31])([CH3:29])[CH3:30]. Given the reactants [C:1]([C:3]1[CH:27]=[CH:26][C:6]([O:7][C:8]2[CH:9]=[C:10]([CH:14]=[C:15]([O:17][C:18]3[CH:23]=[CH:22][C:21]([C:24]#[N:25])=[CH:20][CH:19]=3)[CH:16]=2)[C:11](O)=[O:12])=[CH:5][CH:4]=1)#[N:2].[C:28]([O:32][C:33](=[O:42])[NH:34][CH2:35][CH2:36][CH2:37][NH:38][CH:39]1[CH2:41][CH2:40]1)([CH3:31])([CH3:30])[CH3:29], predict the reaction product.